From a dataset of Peptide-MHC class I binding affinity with 185,985 pairs from IEDB/IMGT. Regression. Given a peptide amino acid sequence and an MHC pseudo amino acid sequence, predict their binding affinity value. This is MHC class I binding data. (1) The peptide sequence is RSLQTIASKK. The MHC is HLA-A03:01 with pseudo-sequence HLA-A03:01. The binding affinity (normalized) is 0.638. (2) The peptide sequence is SGKLKVPEW. The MHC is HLA-B15:01 with pseudo-sequence HLA-B15:01. The binding affinity (normalized) is 0.166. (3) The peptide sequence is DRYRARHSL. The MHC is HLA-B14:02 with pseudo-sequence HLA-B14:02. The binding affinity (normalized) is 0.779. (4) The peptide sequence is NMKPNFWSR. The MHC is HLA-A68:01 with pseudo-sequence HLA-A68:01. The binding affinity (normalized) is 0.507. (5) The peptide sequence is FQPVNGQFI. The MHC is H-2-Db with pseudo-sequence H-2-Db. The binding affinity (normalized) is 0.817. (6) The peptide sequence is WLSVIAFGK. The MHC is HLA-A26:02 with pseudo-sequence HLA-A26:02. The binding affinity (normalized) is 0.0847. (7) The peptide sequence is ARWLASTPL. The MHC is HLA-C07:01 with pseudo-sequence HLA-C07:01. The binding affinity (normalized) is 0.259. (8) The peptide sequence is KARNIISPV. The MHC is HLA-B57:01 with pseudo-sequence HLA-B57:01. The binding affinity (normalized) is 0.0847. (9) The peptide sequence is FPIPTEVVA. The MHC is HLA-A24:03 with pseudo-sequence HLA-A24:03. The binding affinity (normalized) is 0.0847.